Dataset: Full USPTO retrosynthesis dataset with 1.9M reactions from patents (1976-2016). Task: Predict the reactants needed to synthesize the given product. Given the product [NH:36]1[C:35]2[CH:58]=[CH:59][C:32]([C:30]3[CH:29]=[CH:28][C:27]([F:60])=[C:26]([CH:31]=3)[CH2:25][N:15]([CH:16]3[CH2:21][CH2:20][N:19]([CH:22]([CH3:23])[CH3:24])[CH2:18][CH2:17]3)[C:13](=[O:14])[C:12]3[CH:11]=[CH:10][C:9]([F:8])=[CH:62][CH:61]=3)=[CH:33][C:34]=2[N:38]=[N:37]1, predict the reactants needed to synthesize it. The reactants are: FC(F)(F)C(O)=O.[F:8][C:9]1[CH:62]=[CH:61][C:12]([C:13]([N:15]([CH2:25][C:26]2[CH:31]=[C:30]([C:32]3[CH:59]=[CH:58][C:35]4[N:36](C(C5C=CC=CC=5)(C5C=CC=CC=5)C5C=CC=CC=5)[N:37]=[N:38][C:34]=4[CH:33]=3)[CH:29]=[CH:28][C:27]=2[F:60])[CH:16]2[CH2:21][CH2:20][N:19]([CH:22]([CH3:24])[CH3:23])[CH2:18][CH2:17]2)=[O:14])=[CH:11][CH:10]=1.C(=O)([O-])[O-].[Na+].[Na+].